Dataset: Reaction yield outcomes from USPTO patents with 853,638 reactions. Task: Predict the reaction yield, written as a fraction of the theoretical maximum amount of product (1.0 means a 100% yield; for example, 0.34 means a 34% yield). (1) The product is [CH3:41][O:42][C:43]([C:45]1[CH:50]=[CH:49][C:48]([C:4]2[CH:5]=[C:6]([Cl:32])[C:7]([CH2:8][C@@H:9]3[CH2:13][CH2:12][N:11]([N:14]4[CH2:19][CH2:18][CH:17]([O:20][Si:21]([CH:22]([CH3:24])[CH3:23])([CH:28]([CH3:29])[CH3:30])[CH:25]([CH3:27])[CH3:26])[CH2:16][CH2:15]4)[C:10]3=[O:31])=[C:2]([Cl:1])[CH:3]=2)=[CH:47][CH:46]=1)=[O:44]. The yield is 0.960. The reactants are [Cl:1][C:2]1[CH:3]=[C:4](OS(C(F)(F)F)(=O)=O)[CH:5]=[C:6]([Cl:32])[C:7]=1[CH2:8][C@@H:9]1[CH2:13][CH2:12][N:11]([N:14]2[CH2:19][CH2:18][CH:17]([O:20][Si:21]([CH:28]([CH3:30])[CH3:29])([CH:25]([CH3:27])[CH3:26])[CH:22]([CH3:24])[CH3:23])[CH2:16][CH2:15]2)[C:10]1=[O:31].[CH3:41][O:42][C:43]([C:45]1[CH:50]=[CH:49][C:48](B(O)O)=[CH:47][CH:46]=1)=[O:44].C(=O)([O-])[O-].[Na+].[Na+]. The catalyst is C1COCC1.O.C(OCC)(=O)C.C1C=CC([P]([Pd]([P](C2C=CC=CC=2)(C2C=CC=CC=2)C2C=CC=CC=2)([P](C2C=CC=CC=2)(C2C=CC=CC=2)C2C=CC=CC=2)[P](C2C=CC=CC=2)(C2C=CC=CC=2)C2C=CC=CC=2)(C2C=CC=CC=2)C2C=CC=CC=2)=CC=1. (2) The reactants are [CH3:1][O:2][C:3]1[CH:4]=[C:5]2[C:10](=[CH:11][CH:12]=1)[CH:9]([CH2:13][C:14]1[CH:19]=[CH:18][C:17]([O:20][CH2:21][C:22]3[CH:27]=[CH:26][CH:25]=[CH:24][CH:23]=3)=[CH:16][CH:15]=1)[NH:8][CH2:7][CH2:6]2.F[C:29]1[CH:34]=[CH:33][C:32]([N+:35]([O-:37])=[O:36])=[CH:31][CH:30]=1.C([O-])([O-])=O.[K+].[K+].O. The catalyst is CS(C)=O. The product is [CH3:1][O:2][C:3]1[CH:4]=[C:5]2[C:10](=[CH:11][CH:12]=1)[CH:9]([CH2:13][C:14]1[CH:19]=[CH:18][C:17]([O:20][CH2:21][C:22]3[CH:27]=[CH:26][CH:25]=[CH:24][CH:23]=3)=[CH:16][CH:15]=1)[N:8]([C:29]1[CH:34]=[CH:33][C:32]([N+:35]([O-:37])=[O:36])=[CH:31][CH:30]=1)[CH2:7][CH2:6]2. The yield is 0.890. (3) The reactants are [CH3:1][C:2]1[CH:7]=[C:6]([CH3:8])[N:5]2[N:9]=[C:10]([SH:12])[N:11]=[C:4]2[N:3]=1.[Cl:13][C:14]1[CH:23]=[CH:22][C:17]([O:18][CH2:19][CH2:20]Br)=[CH:16][C:15]=1[F:24]. No catalyst specified. The product is [Cl:13][C:14]1[CH:23]=[CH:22][C:17]([O:18][CH2:19][CH2:20][S:12][C:10]2[N:11]=[C:4]3[N:3]=[C:2]([CH3:1])[CH:7]=[C:6]([CH3:8])[N:5]3[N:9]=2)=[CH:16][C:15]=1[F:24]. The yield is 0.750. (4) The reactants are C([O:3][P:4]([CH2:9][CH2:10][C:11]([CH3:34])=[CH:12][CH2:13][C:14]1[C:15]([O:27]CC[Si](C)(C)C)=[C:16]2[C:20](=[C:21]([CH3:25])[C:22]=1[O:23][CH3:24])[CH2:19][O:18][C:17]2=[O:26])(=[O:8])[O:5]CC)C.C[Si](Br)(C)C.N1C(C)=CC=CC=1C. The catalyst is CN(C=O)C.C(Cl)Cl. The product is [OH:27][C:15]1[C:14]([CH2:13][CH:12]=[C:11]([CH3:34])[CH2:10][CH2:9][P:4](=[O:3])([OH:8])[OH:5])=[C:22]([O:23][CH3:24])[C:21]([CH3:25])=[C:20]2[C:16]=1[C:17](=[O:26])[O:18][CH2:19]2. The yield is 0.500. (5) The reactants are [N:1]([CH2:4][CH2:5][N:6]1[C:10]2[CH:11]=[CH:12][C:13]([C:15]([OH:17])=O)=[CH:14][C:9]=2[N:8]=[CH:7]1)=[N+:2]=[N-:3].C1C=CC2N(O)N=NC=2C=1.CCN(C(C)C)C(C)C.[NH:37]1[CH:46]2[CH:41]([CH2:42][CH2:43][CH2:44][CH2:45]2)[CH2:40][CH2:39][CH2:38]1.CCN=C=NCCCN(C)C.Cl. The catalyst is CN(C=O)C. The product is [N:1]([CH2:4][CH2:5][N:6]1[C:10]2[CH:11]=[CH:12][C:13]([C:15]([N:37]3[CH:46]4[CH:41]([CH2:42][CH2:43][CH2:44][CH2:45]4)[CH2:40][CH2:39][CH2:38]3)=[O:17])=[CH:14][C:9]=2[N:8]=[CH:7]1)=[N+:2]=[N-:3]. The yield is 0.980. (6) The reactants are [CH:1]([CH:3]1[CH2:8][CH2:7][N:6]([C:9]([O:11][C:12]([CH3:15])([CH3:14])[CH3:13])=[O:10])[CH2:5][CH2:4]1)=[O:2].[CH3:16]C(C)([O-])C.[K+].IC. The catalyst is ClCCl.[Cl-].[Na+].O. The product is [CH:1]([C:3]1([CH3:16])[CH2:8][CH2:7][N:6]([C:9]([O:11][C:12]([CH3:15])([CH3:14])[CH3:13])=[O:10])[CH2:5][CH2:4]1)=[O:2]. The yield is 0.438. (7) The reactants are [C:1]1([C:7]2[O:11][C:10]([C:12]3[C:13]([NH2:24])=[N:14][CH:15]=[C:16]([C:18]4[CH2:19][CH2:20][NH:21][CH2:22][CH:23]=4)[N:17]=3)=[N:9][N:8]=2)[CH:6]=[CH:5][CH:4]=[CH:3][CH:2]=1.CCN(CC)CC.[CH2:32]([S:34](Cl)(=[O:36])=[O:35])[CH3:33]. The catalyst is C(Cl)Cl. The product is [CH2:32]([S:34]([N:21]1[CH2:20][CH:19]=[C:18]([C:16]2[N:17]=[C:12]([C:10]3[O:11][C:7]([C:1]4[CH:2]=[CH:3][CH:4]=[CH:5][CH:6]=4)=[N:8][N:9]=3)[C:13]([NH2:24])=[N:14][CH:15]=2)[CH2:23][CH2:22]1)(=[O:36])=[O:35])[CH3:33]. The yield is 0.600. (8) The reactants are [Br:1][C:2]1[CH:3]=[C:4]([C:9]([F:12])([F:11])[F:10])[C:5]([OH:8])=[N:6][CH:7]=1.C(=O)([O-])[O-].[K+].[K+].I[CH2:20][CH3:21]. The catalyst is CN(C=O)C. The product is [Br:1][C:2]1[CH:3]=[C:4]([C:9]([F:12])([F:10])[F:11])[C:5](=[O:8])[N:6]([CH2:20][CH3:21])[CH:7]=1. The yield is 0.670. (9) The reactants are [O:1]=[C:2]1[C:10]2([CH2:14][O:13][C:12]3[CH:15]=[C:16]4[C:20](=[CH:21][C:11]2=3)[CH2:19][CH2:18][O:17]4)[C:9]2[C:4](=[CH:5][CH:6]=[CH:7][CH:8]=2)[N:3]1[CH2:22][C:23]([OH:25])=O.C(OC(Cl)=O)C(C)C.CN1CCOCC1.[CH3:41][C:42]([CH3:47])([CH3:46])[CH2:43][CH2:44][NH2:45]. The catalyst is ClCCl. The product is [CH3:41][C:42]([CH3:47])([CH3:46])[CH2:43][CH2:44][NH:45][C:23](=[O:25])[CH2:22][N:3]1[C:4]2[C:9](=[CH:8][CH:7]=[CH:6][CH:5]=2)[C:10]2([CH2:14][O:13][C:12]3[CH:15]=[C:16]4[C:20](=[CH:21][C:11]2=3)[CH2:19][CH2:18][O:17]4)[C:2]1=[O:1]. The yield is 0.410.